Predict the reaction yield, written as a fraction of the theoretical maximum amount of product (1.0 means a 100% yield; for example, 0.34 means a 34% yield). From a dataset of Reaction yield outcomes from USPTO patents with 853,638 reactions. (1) The reactants are C([O:3][C:4](=[O:34])[C:5]1[CH:10]=[C:9]([N:11]2[C:15]([CH3:16])=[CH:14][CH:13]=[C:12]2[C:17]2[CH:22]=[C:21]([Cl:23])[CH:20]=[CH:19][C:18]=2[O:24][CH2:25][C:26]2[CH:31]=[CH:30][C:29]([F:32])=[CH:28][C:27]=2[Cl:33])[CH:8]=[N:7][CH:6]=1)C.C(O)C. The catalyst is C(OCC)(=O)C. The product is [Cl:23][C:21]1[CH:20]=[CH:19][C:18]([O:24][CH2:25][C:26]2[CH:31]=[CH:30][C:29]([F:32])=[CH:28][C:27]=2[Cl:33])=[C:17]([C:12]2[N:11]([C:9]3[CH:8]=[N:7][CH:6]=[C:5]([CH:10]=3)[C:4]([OH:34])=[O:3])[C:15]([CH3:16])=[CH:14][CH:13]=2)[CH:22]=1. The yield is 0.760. (2) The catalyst is C(OCC)(=O)C. The reactants are [C:1]([C:3]1[CH:8]=[CH:7][CH:6]=[CH:5][C:4]=1[C:9]1[CH:14]=[CH:13][C:12]([CH2:15][CH:16]([C:22](=O)[CH2:23][CH2:24][CH3:25])[C:17](OCC)=[O:18])=[CH:11][CH:10]=1)#[N:2].[O:27]1[C:31]2([CH2:36][CH2:35][CH:34]([NH:37][C:38]3[NH:42][C:41]([CH3:43])=[N:40][N:39]=3)[CH2:33][CH2:32]2)[O:30][CH2:29][CH2:28]1.C(N(CC)C1C=CC=CC=1)C. The product is [O:27]1[C:31]2([CH2:32][CH2:33][CH:34]([N:37]3[C:17](=[O:18])[C:16]([CH2:15][C:12]4[CH:13]=[CH:14][C:9]([C:4]5[C:3]([C:1]#[N:2])=[CH:8][CH:7]=[CH:6][CH:5]=5)=[CH:10][CH:11]=4)=[C:22]([CH2:23][CH2:24][CH3:25])[N:39]4[N:40]=[C:41]([CH3:43])[N:42]=[C:38]34)[CH2:35][CH2:36]2)[O:30][CH2:29][CH2:28]1. The yield is 0.360. (3) The reactants are [C:1]([O:5][C:6]([N:8]([C:16]1[C:21]([C:22]#[CH:23])=[N:20][C:19]([N:24]2[CH2:29][CH2:28][N:27]([S:30]([CH2:33][CH3:34])(=[O:32])=[O:31])[CH2:26][CH2:25]2)=[CH:18][N:17]=1)[C:9](=[O:15])[O:10][C:11]([CH3:14])([CH3:13])[CH3:12])=[O:7])([CH3:4])([CH3:3])[CH3:2].Cl.[N:36]([C:39]1[CH:45]=[CH:44][C:42]([NH2:43])=[CH:41][CH:40]=1)=[N+:37]=[N-:38].O=C1O[C@H]([C@H](CO)O)C([O-])=C1O.[Na+].CCN(C(C)C)C(C)C. The catalyst is CC(O)(C)C.O. The product is [C:11]([O:10][C:9]([N:8]([C:16]1[C:21]([C:22]2[N:38]=[N:37][N:36]([C:39]3[CH:45]=[CH:44][C:42]([NH2:43])=[CH:41][CH:40]=3)[CH:23]=2)=[N:20][C:19]([N:24]2[CH2:29][CH2:28][N:27]([S:30]([CH2:33][CH3:34])(=[O:31])=[O:32])[CH2:26][CH2:25]2)=[CH:18][N:17]=1)[C:6](=[O:7])[O:5][C:1]([CH3:2])([CH3:3])[CH3:4])=[O:15])([CH3:12])([CH3:14])[CH3:13]. The yield is 1.00. (4) The reactants are Cl.[C:2](=[NH:9])(OCC)[CH2:3][CH2:4][CH3:5].C(N(CC)CC)C.Cl.[NH2:18][CH:19]([C:25](=O)[CH3:26])[C:20]([O:22][CH2:23][CH3:24])=[O:21]. The catalyst is CCO. The product is [CH3:26][C:25]1[N:9]=[C:2]([CH2:3][CH2:4][CH3:5])[NH:18][C:19]=1[C:20]([O:22][CH2:23][CH3:24])=[O:21]. The yield is 0.650. (5) The reactants are [CH3:1][NH:2][CH2:3][CH2:4][OH:5].[CH3:18][C:17]([O:16][C:14](O[C:14]([O:16][C:17]([CH3:20])([CH3:19])[CH3:18])=[O:15])=[O:15])([CH3:20])[CH3:19]. The catalyst is C1COCC1. The product is [OH:5][CH2:4][CH2:3][N:2]([CH3:1])[C:14](=[O:15])[O:16][C:17]([CH3:18])([CH3:19])[CH3:20]. The yield is 1.00. (6) The reactants are [CH3:1][C:2]([O:5][C:6]([NH:8][C@H:9]([C:11]([OH:13])=O)[CH3:10])=[O:7])([CH3:4])[CH3:3].CCN=C=NCCCN(C)C.Cl.[CH:26]1[CH:27]=[CH:28][C:29]2N(O)N=[N:32][C:30]=2[CH:31]=1.C(N1CCOCC1)C.C1(N)CCCCC1. The catalyst is C(Cl)Cl. The product is [CH:30]1([NH:32][C:11](=[O:13])[C@@H:9]([NH:8][C:6](=[O:7])[O:5][C:2]([CH3:1])([CH3:3])[CH3:4])[CH3:10])[CH2:31][CH2:26][CH2:27][CH2:28][CH2:29]1. The yield is 0.980. (7) The reactants are [NH2:1][C:2]1[CH:3]=[C:4]([NH:9][C:10](=[O:22])[C:11]2[CH:16]=[CH:15][CH:14]=[C:13]([C:17]([C:20]#[N:21])([CH3:19])[CH3:18])[CH:12]=2)[CH:5]=[CH:6][C:7]=1[CH3:8].Br[C:24]1[CH:25]=[C:26]2[C:31](=[CH:32][CH:33]=1)[N:30]=[CH:29][N:28]([CH3:34])[C:27]2=[O:35].CC(C)([O-])C.[Na+].C1C=CC(P(C2C(C3C(P(C4C=CC=CC=4)C4C=CC=CC=4)=CC=C4C=3C=CC=C4)=C3C(C=CC=C3)=CC=2)C2C=CC=CC=2)=CC=1. The catalyst is C1(C)C=CC=CC=1.C1C=CC(/C=C/C(/C=C/C2C=CC=CC=2)=O)=CC=1.C1C=CC(/C=C/C(/C=C/C2C=CC=CC=2)=O)=CC=1.C1C=CC(/C=C/C(/C=C/C2C=CC=CC=2)=O)=CC=1.[Pd].[Pd]. The product is [C:20]([C:17]([C:13]1[CH:12]=[C:11]([CH:16]=[CH:15][CH:14]=1)[C:10]([NH:9][C:4]1[CH:5]=[CH:6][C:7]([CH3:8])=[C:2]([NH:1][C:24]2[CH:25]=[C:26]3[C:31](=[CH:32][CH:33]=2)[N:30]=[CH:29][N:28]([CH3:34])[C:27]3=[O:35])[CH:3]=1)=[O:22])([CH3:19])[CH3:18])#[N:21]. The yield is 0.590.